From a dataset of NCI-60 drug combinations with 297,098 pairs across 59 cell lines. Regression. Given two drug SMILES strings and cell line genomic features, predict the synergy score measuring deviation from expected non-interaction effect. Drug 1: C1=C(C(=O)NC(=O)N1)F. Drug 2: CC1CCC2CC(C(=CC=CC=CC(CC(C(=O)C(C(C(=CC(C(=O)CC(OC(=O)C3CCCCN3C(=O)C(=O)C1(O2)O)C(C)CC4CCC(C(C4)OC)O)C)C)O)OC)C)C)C)OC. Cell line: SF-539. Synergy scores: CSS=44.7, Synergy_ZIP=-11.9, Synergy_Bliss=-16.9, Synergy_Loewe=-9.88, Synergy_HSA=-9.39.